This data is from Full USPTO retrosynthesis dataset with 1.9M reactions from patents (1976-2016). The task is: Predict the reactants needed to synthesize the given product. (1) The reactants are: [H-].[Na+].[CH3:3][O:4][C:5]1[CH:10]=[CH:9][CH:8]=[CH:7][C:6]=1[CH2:11][C:12]#[N:13].[C:14](=O)([O:22]C1C=CC=CC=1)[O:15][C:16]1[CH:21]=[CH:20][CH:19]=[CH:18][CH:17]=1.Cl. Given the product [C:12]([CH:11]([C:6]1[CH:7]=[CH:8][CH:9]=[CH:10][C:5]=1[O:4][CH3:3])[C:14]([O:15][C:16]1[CH:21]=[CH:20][CH:19]=[CH:18][CH:17]=1)=[O:22])#[N:13], predict the reactants needed to synthesize it. (2) Given the product [Cl:1][C:2]1[CH:3]=[CH:4][C:5]([O:28][CH3:29])=[C:6]([C:8]2[CH:17]3[CH:12]([CH:13]=[CH:14][C:15]([C:18]([F:20])([F:19])[F:21])=[CH:16]3)[NH:11][C:10](=[O:22])[C:9]=2[S:23][CH:24]=[CH:25][CH2:27][OH:26])[CH:7]=1, predict the reactants needed to synthesize it. The reactants are: [Cl:1][C:2]1[CH:3]=[CH:4][C:5]([O:28][CH3:29])=[C:6]([C:8]2[CH:17]3[CH:12]([CH:13]=[CH:14][C:15]([C:18]([F:21])([F:20])[F:19])=[CH:16]3)[NH:11][C:10](=[O:22])[C:9]=2[S:23][CH2:24][CH:25]2[CH2:27][O:26]2)[CH:7]=1.C([N-]C(C)C)(C)C.[Li+]. (3) Given the product [CH2:6]([O:13][C:14]([N:16]1[CH2:22][CH2:21][CH:20]([N:1]=[N+:2]=[N-:3])[CH:18]([OH:19])[CH2:17]1)=[O:15])[C:7]1[CH:12]=[CH:11][CH:10]=[CH:9][CH:8]=1.[CH2:6]([O:13][C:14]([N:16]1[CH2:22][CH2:21][CH:20]([OH:19])[CH:18]([N:1]=[N+:2]=[N-:3])[CH2:17]1)=[O:15])[C:7]1[CH:12]=[CH:11][CH:10]=[CH:9][CH:8]=1, predict the reactants needed to synthesize it. The reactants are: [N-:1]=[N+:2]=[N-:3].[Na+].O.[CH2:6]([O:13][C:14]([N:16]1[CH2:22][CH2:21][CH:20]2[CH:18]([O:19]2)[CH2:17]1)=[O:15])[C:7]1[CH:12]=[CH:11][CH:10]=[CH:9][CH:8]=1.